The task is: Predict the reactants needed to synthesize the given product.. This data is from Full USPTO retrosynthesis dataset with 1.9M reactions from patents (1976-2016). (1) Given the product [CH3:38][S:39]([OH:42])(=[O:41])=[O:40].[S:1]1[C:5]2[CH:6]=[CH:7][CH:8]=[C:9]([O:10][C:11]3[CH:16]=[CH:15][C:14]([NH:17][C:18]4[C:19]5[N:26]([CH2:27][CH2:28][NH:29][C:30](=[O:36])[C:31]([CH3:35])([CH3:34])[CH2:32][OH:33])[CH:25]=[CH:24][C:20]=5[N:21]=[CH:22][N:23]=4)=[CH:13][C:12]=3[Cl:37])[C:4]=2[CH:3]=[CH:2]1, predict the reactants needed to synthesize it. The reactants are: [S:1]1[C:5]2[CH:6]=[CH:7][CH:8]=[C:9]([O:10][C:11]3[CH:16]=[CH:15][C:14]([NH:17][C:18]4[C:19]5[N:26]([CH2:27][CH2:28][NH:29][C:30](=[O:36])[C:31]([CH3:35])([CH3:34])[CH2:32][OH:33])[CH:25]=[CH:24][C:20]=5[N:21]=[CH:22][N:23]=4)=[CH:13][C:12]=3[Cl:37])[C:4]=2[CH:3]=[CH:2]1.[CH3:38][S:39]([OH:42])(=[O:41])=[O:40].C(OCC)(=O)C. (2) Given the product [CH:5]1([C:11]2[CH:12]=[C:13]([CH:16]=[O:17])[S:14][C:15]=2[I:18])[CH2:6][CH2:7][CH2:8][CH2:9][CH2:10]1, predict the reactants needed to synthesize it. The reactants are: C(O)(=O)C.[CH:5]1([C:11]2[CH:12]=[C:13]([CH:16]=[O:17])[S:14][CH:15]=2)[CH2:10][CH2:9][CH2:8][CH2:7][CH2:6]1.[I:18]N1C(=O)CCC1=O. (3) Given the product [C:23]([C:7]1[C:8]2[C:13](=[CH:12][CH:11]=[C:10]([O:16][C:17]3[CH:22]=[CH:21][CH:20]=[CH:19][CH:18]=3)[CH:9]=2)[C:14]([OH:15])=[C:5]([C:3]([NH:25][CH:26]([C:31]2[CH:32]=[N:33][CH:34]=[CH:35][CH:36]=2)[CH2:27][C:28]([OH:30])=[O:29])=[O:4])[N:6]=1)#[N:24], predict the reactants needed to synthesize it. The reactants are: CO[C:3]([C:5]1[N:6]=[C:7]([C:23]#[N:24])[C:8]2[C:13]([C:14]=1[OH:15])=[CH:12][CH:11]=[C:10]([O:16][C:17]1[CH:22]=[CH:21][CH:20]=[CH:19][CH:18]=1)[CH:9]=2)=[O:4].[NH2:25][CH:26]([C:31]1[CH:32]=[N:33][CH:34]=[CH:35][CH:36]=1)[CH2:27][C:28]([OH:30])=[O:29].C[O-].[Na+].Cl. (4) The reactants are: [CH:1]1([CH2:4][NH:5][N:6]2[C:15]3[C:10](=[CH:11][CH:12]=[CH:13][CH:14]=3)[C:9]([OH:16])=[C:8]([C:17]3[NH:22][C:21]4[CH:23]=[CH:24][C:25]([OH:27])=[CH:26][C:20]=4[S:19](=[O:29])(=[O:28])[N:18]=3)[C:7]2=[O:30])[CH2:3][CH2:2]1.C(=O)([O-])[O-].[Cs+].[Cs+].Br[CH2:38][C:39]([NH2:41])=[O:40]. Given the product [CH:1]1([CH2:4][NH:5][N:6]2[C:15]3[C:10](=[CH:11][CH:12]=[CH:13][CH:14]=3)[C:9]([OH:16])=[C:8]([C:17]3[NH:22][C:21]4[CH:23]=[CH:24][C:25]([O:27][CH2:38][C:39]([NH2:41])=[O:40])=[CH:26][C:20]=4[S:19](=[O:28])(=[O:29])[N:18]=3)[C:7]2=[O:30])[CH2:2][CH2:3]1, predict the reactants needed to synthesize it. (5) The reactants are: [CH3:1][O-:2].[Na+].[CH3:4][O:5][C:6]([C:8]1[C:9]2[CH:10]=[CH:11][N:12]([CH:18]([CH3:20])[CH3:19])[C:13]=2[CH:14]=[C:15](Br)[CH:16]=1)=[O:7].Cl. Given the product [CH3:4][O:5][C:6]([C:8]1[C:9]2[CH:10]=[CH:11][N:12]([CH:18]([CH3:20])[CH3:19])[C:13]=2[CH:14]=[C:15]([O:2][CH3:1])[CH:16]=1)=[O:7], predict the reactants needed to synthesize it. (6) Given the product [CH:1]1([C:5]2[CH:6]=[C:7]([NH2:8])[N:11]([CH3:10])[N:12]=2)[CH2:4][CH2:3][CH2:2]1, predict the reactants needed to synthesize it. The reactants are: [CH:1]1([C:5](=O)[CH2:6][C:7]#[N:8])[CH2:4][CH2:3][CH2:2]1.[CH3:10][NH:11][NH2:12]. (7) The reactants are: C1C=CC(OP([O:13][C:14]2C=CC=CC=2)(N=[N+]=[N-])=O)=CC=1.[F:20][C:21]1[C:29]([NH:30][S:31]([CH2:34][CH2:35][CH3:36])(=[O:33])=[O:32])=[CH:28][CH:27]=[C:26]([F:37])[C:22]=1C(O)=O.C([N:40](CC)CC)C.O1CCCC1.[NH:50]1[CH:54]=[CH:53][CH:52]=[N:51]1. Given the product [F:20][C:21]1[C:29]([NH:30][S:31]([CH2:34][CH2:35][CH3:36])(=[O:32])=[O:33])=[CH:28][CH:27]=[C:26]([F:37])[C:22]=1[NH:40][C:14]([N:50]1[CH:54]=[CH:53][CH:52]=[N:51]1)=[O:13], predict the reactants needed to synthesize it.